Dataset: Drug-target binding data from BindingDB using IC50 measurements. Task: Regression. Given a target protein amino acid sequence and a drug SMILES string, predict the binding affinity score between them. We predict pIC50 (pIC50 = -log10(IC50 in M); higher means more potent). Dataset: bindingdb_ic50. (1) The pIC50 is 5.0. The drug is Cc1cc(C(=O)Nc2ccc(N3CCOCC3=O)cc2F)n(-c2cc3ccccc3cc2S(C)(=O)=O)n1. The target protein (Q01177) has sequence MDHKEIILLFLLFLKPGQGDSLDGYVSTQGASLHSLTKKQLAAGSIADCLAKCEGETDFICRSFQYHSKEQQCVIMAENSKTSSIIRMRDVILFEKRVYLSECKTGIGKGYRGTMSKTKTGVTCQKWSDTSPHVPKYSPSTHPSEGLEENYCRNPDNDEQGPWCYTTDPDQRYEYCNIPECEEECMYCSGEKYEGKISKTMSGLDCQSWDSQSPHAHGYIPAKFPSKNLKMNYCRNPDGEPRPWCFTTDPNKRWEYCDIPRCTTPPPPPGPTYQCLKGRGENYRGTVSVTASGKTCQRWSEQTPHRHNRTPENFPCKNLEENYCRNPDGETAPWCYTTDSQLRWEYCEIPSCGSSVSPDQSDSSVLPEQTPVVQECYQGNGKSYRGTSSTTNTGKKCQSWVSMTPHSHSKTPANFPDAGLEMNYCRNPDNDQRGPWCFTTDPSVRWEYCNLKRCSETGGGVAESAIVPQVPSAPGTSETDCMYGNGKEYRGKTAVTAAGT.... (2) The pIC50 is 8.5. The target protein sequence is MRPSGTAGAALLALLAALCPASRALEEKKVCQGTSNKLTQLGTFEDHFLSLQRMFNNCEVVLGNLEITYVQRNYDLSFLKTIQEVAGYVLIALNTVERIPLENLQIIRGNMYYENSYALAVLSNYDANKTGLKELPMRNLQEILHGAVRFSNNPALCNVESIQWRDIVSSDFLSNMSMDFQNHLGSCQKCDPSCPNGSCWGAGEENCQKLTKIICAQQCSGRCRGKSPSDCCHNQCAAGCTGPRESDCLVCRKFRDEATCKDTCPPLMLYNPTTYQMDVNPEGKYSFGATCVKKCPRNYVVTDHGSCVRACGADSYEMEEDGVRKCKKCEGPCRKVCNGIGIGEFKDSLSINATNIKHFKNCTSISGDLHILPVAFRGDSFTHTPPLDPQELDILKTVKEITGFLLIQAWPENRTDLHAFENLEIIRGRTKQHGQFSLAVVSLNITSLGLRSLKEISDGDVIISGNKNLCYANTINWKKLFGTSGQKTKIISNRGENSCK.... The small molecule is COc1cc2ncnc(Nc3ccc(F)c(Cl)c3)c2cc1OCCCN1CCOCC1. (3) The drug is Nc1ncc(-c2ccc(CNc3ncc(C(F)(F)F)cc3C(=O)Nc3ccc(F)cc3)cc2)nc1NCC(O)CO. The target protein sequence is MDGTAAEPRPGAGSLQHAQPPPQPRKKRPEDFKFGKILGEGSFSTVVLARELATSREYAIKILEKRHIIKENKVPYVTRERDVMSRLDHPFFVKLYFTFQDDEKLYFGLSYAKNGELLKYIRKIGSFDETCTRFYTAEIVSALEYLHGKGIIHRDLKPENILLNEDMHIQITDFGTAKVLSPESKQARANSFVGTAQYVSPELLTEKSACKSSDLWALGCIIYQLVAGLPPFRAGNEYLIFQKIIKLEYDFPEKFFPKARDLVEKLLVLDATKRLGCEEMEGYGPLKAHPFFESVTWENLHQQTPPKLT. The pIC50 is 7.0. (4) The small molecule is O=C(N[C@@H]1[C@H](O)[C@@H](CO)O[C@H]1n1cnc2c(NCc3cccc4ccccc34)ncnc21)c1cccc(Cl)c1. The target protein (Q01558) has sequence MVKVGINGFGRIGRVVFRAAQMRPDIEIVGINDLLDAEYMAYSLKYDSTHGRFDGTVEVIKGALVVNGKSIRVTSERDPANLKWDEIGVEVVVESTGLFLTQETAHKHIEAGARRVVMTGPPKDDTPMFVMGVNHTTYKGQPIISNASCTTNCLAPLAKVVNEKYGIVEGLMTTVHATTATQKTVDGPSLKDWRGGRGASQNIIPSSTGAPKAVGKVYPALDGKLTGMAFRVPTPNVSVVDLTVRLEKPATYKDICAAIKAAAEGEMKGILGYTDDEVVSSDFNGVALTSVFDVKAGISLNDHFVKLVSWYDNETGYSHKVLDLILHTSAR. The pIC50 is 5.2.